Dataset: Forward reaction prediction with 1.9M reactions from USPTO patents (1976-2016). Task: Predict the product of the given reaction. (1) Given the reactants [NH2:1][CH2:2][CH:3]1[CH2:6][N:5]([C:7]([O:9][C:10]([CH3:13])([CH3:12])[CH3:11])=[O:8])[CH2:4]1.Cl[C:15]([O:17][C:18]1[CH:23]=[CH:22][C:21]([N+:24]([O-:26])=[O:25])=[CH:20][CH:19]=1)=[O:16].N1C=CC=CC=1, predict the reaction product. The product is: [N+:24]([C:21]1[CH:22]=[CH:23][C:18]([O:17][C:15]([NH:1][CH2:2][CH:3]2[CH2:6][N:5]([C:7]([O:9][C:10]([CH3:13])([CH3:12])[CH3:11])=[O:8])[CH2:4]2)=[O:16])=[CH:19][CH:20]=1)([O-:26])=[O:25]. (2) Given the reactants [F:1][C:2]1[CH:3]=[N:4][C:5]2[C:10]([C:11]=1[CH2:12][CH2:13][C:14]13[CH2:21][CH2:20][C:17]([NH:22][C:23](=[O:29])[O:24][C:25]([CH3:28])([CH3:27])[CH3:26])([CH2:18][CH2:19]1)[CH2:16][O:15]3)=[N:9][C:8]([OH:30])=[CH:7][CH:6]=2.Br[CH2:32][C@H:33]1[C@@H:36]([NH:37][C:38](=[O:47])[O:39][CH2:40][C:41]2[CH:46]=[CH:45][CH:44]=[CH:43][CH:42]=2)[CH2:35][O:34]1, predict the reaction product. The product is: [CH2:40]([O:39][C:38]([NH:37][C@H:36]1[CH2:35][O:34][C@H:33]1[CH2:32][O:30][C:8]1[N:9]=[C:10]2[C:5](=[CH:6][CH:7]=1)[N:4]=[CH:3][C:2]([F:1])=[C:11]2[CH2:12][CH2:13][C:14]12[CH2:19][CH2:18][C:17]([NH:22][C:23](=[O:29])[O:24][C:25]([CH3:27])([CH3:26])[CH3:28])([CH2:20][CH2:21]1)[CH2:16][O:15]2)=[O:47])[C:41]1[CH:42]=[CH:43][CH:44]=[CH:45][CH:46]=1.